Predict the reaction yield, written as a fraction of the theoretical maximum amount of product (1.0 means a 100% yield; for example, 0.34 means a 34% yield). From a dataset of Reaction yield outcomes from USPTO patents with 853,638 reactions. (1) The reactants are [CH3:1][CH:2]([CH2:11][CH3:12])[CH2:3][CH:4]=[CH:5][C:6]([O:8][CH2:9][CH3:10])=[O:7].C1CCN2C(=NCCC2)CC1.[N+:24]([CH3:27])([O-:26])=[O:25]. The catalyst is C(#N)C. The product is [CH3:1][CH:2]([CH2:11][CH3:12])[CH2:3][CH:4]([CH2:27][N+:24]([O-:26])=[O:25])[CH2:5][C:6]([O:8][CH2:9][CH3:10])=[O:7]. The yield is 0.420. (2) The reactants are O.[CH:2]([C:4]1[CH:9]=[CH:8][CH:7]=[CH:6][C:5]=1[S:10]([O-:13])(=[O:12])=[O:11])=O.[Na+:14].C(=O)([O-])[O-].[K+].[K+].[CH3:21][O:22][C:23]([CH2:25]P(OC)(OC)=O)=[O:24]. The catalyst is O. The product is [CH3:21][O:22][C:23]([CH:25]=[CH:2][C:4]1[CH:9]=[CH:8][CH:7]=[CH:6][C:5]=1[S:10]([O-:13])(=[O:12])=[O:11])=[O:24].[Na+:14]. The yield is 0.520. (3) The catalyst is CN(C)C=O. The product is [CH2:1]([O:8][C:9]1[CH:10]=[C:11]2[C:15](=[CH:16][CH:17]=1)[NH:14][C:13]([CH2:21][C:22]([O:24][CH3:25])=[O:23])=[CH:12]2)[C:2]1[CH:3]=[CH:4][CH:5]=[CH:6][CH:7]=1. The reactants are [CH2:1]([O:8][C:9]1[CH:10]=[C:11]2[C:15](=[CH:16][CH:17]=1)[NH:14][CH:13]=[CH:12]2)[C:2]1[CH:7]=[CH:6][CH:5]=[CH:4][CH:3]=1.[H-].[Na+].Br[CH2:21][C:22]([O:24][CH2:25]C)=[O:23].C(=O)([O-])[O-].[Cs+].[Cs+].IC. The yield is 0.840.